From a dataset of Reaction yield outcomes from USPTO patents with 853,638 reactions. Predict the reaction yield, written as a fraction of the theoretical maximum amount of product (1.0 means a 100% yield; for example, 0.34 means a 34% yield). (1) The reactants are I[C:2]1[C:10]2[C:5](=[CH:6][CH:7]=[CH:8][C:9]=2[N+:11]([O-])=O)[N:4]([CH2:14][C:15]2[CH:20]=[CH:19][CH:18]=[C:17]([CH3:21])[N:16]=2)[N:3]=1.[NH4+].[Cl-]. The catalyst is CO.[Zn]. The product is [CH3:21][C:17]1[N:16]=[C:15]([CH2:14][N:4]2[C:5]3[CH:6]=[CH:7][CH:8]=[C:9]([NH2:11])[C:10]=3[CH:2]=[N:3]2)[CH:20]=[CH:19][CH:18]=1. The yield is 0.700. (2) The reactants are Cl.ClC[C:4]1[CH:9]=[CH:8][CH:7]=[CH:6][N:5]=1.[CH3:10][NH2:11].[CH3:12]CO. No catalyst specified. The product is [CH3:10][N:11]([C:4]1[CH:9]=[CH:8][CH:7]=[CH:6][N:5]=1)[CH3:12]. The yield is 0.200. (3) The reactants are [N+:1]([C:4]1[CH:12]=[C:8]([C:9]([OH:11])=[O:10])[C:7]([OH:13])=[CH:6][CH:5]=1)([O-:3])=[O:2].F[C:15](F)(F)[C:16](O)=O.F[C:22](F)(F)C(OC(=O)C(F)(F)F)=O. The catalyst is CC(C)=O. The product is [N+:1]([C:4]1[CH:5]=[CH:6][C:7]2[O:13][C:15]([CH3:16])([CH3:22])[O:10][C:9](=[O:11])[C:8]=2[CH:12]=1)([O-:3])=[O:2]. The yield is 0.910. (4) The reactants are [CH2:1]([N:5]1[C:14]2[C:9](=[CH:10][CH:11]=[CH:12][N:13]=2)[C:8](Cl)=[C:7]([C:16]2[NH:21][C:20]3[CH:22]=[CH:23][CH:24]=[CH:25][C:19]=3[S:18](=[O:27])(=[O:26])[N:17]=2)[C:6]1=[O:28])[CH2:2][CH2:3][CH3:4].[NH3:29]. The catalyst is CO. The product is [NH2:29][C:8]1[C:9]2[C:14](=[N:13][CH:12]=[CH:11][CH:10]=2)[N:5]([CH2:1][CH2:2][CH2:3][CH3:4])[C:6](=[O:28])[C:7]=1[C:16]1[NH:21][C:20]2[CH:22]=[CH:23][CH:24]=[CH:25][C:19]=2[S:18](=[O:26])(=[O:27])[N:17]=1. The yield is 0.200. (5) The product is [CH2:13]([C:2]1([CH3:12])[CH:7]=[CH:6][C:5]([CH3:8])=[C:4]([CH3:9])[CH:3]1[CH2:10][OH:11])[CH2:14][CH2:15][CH3:16]. The reactants are Br[C:2]1([CH3:12])[CH:7]=[CH:6][C:5]([CH3:8])=[C:4]([CH3:9])[CH:3]1[CH2:10][OH:11].[CH2:13]([Li])[CH2:14][CH2:15][CH3:16].CCCCCC.[Cl-].[NH4+]. The yield is 0.330. The catalyst is O1CCCC1.